Predict the product of the given reaction. From a dataset of Forward reaction prediction with 1.9M reactions from USPTO patents (1976-2016). (1) Given the reactants [C:1]([C:3]1[CH:8]=[CH:7][C:6]([CH2:9][CH2:10][C:11]([O:13][CH3:14])=[O:12])=[C:5]([F:15])[CH:4]=1)#[CH:2].I[C:17]1[CH:22]=[CH:21][CH:20]=[CH:19][C:18]=1[CH2:23][C:24]#[N:25], predict the reaction product. The product is: [C:24]([CH2:23][C:18]1[CH:19]=[CH:20][CH:21]=[CH:22][C:17]=1[C:2]#[C:1][C:3]1[CH:8]=[CH:7][C:6]([CH2:9][CH2:10][C:11]([O:13][CH3:14])=[O:12])=[C:5]([F:15])[CH:4]=1)#[N:25]. (2) Given the reactants C([O:8][C:9](=[O:37])[C:10]1[CH:15]=[CH:14][C:13]([O:16][C:17](=[O:36])[CH:18]([C:24]2[CH:33]=[C:32]3[C:27]([C:28]([CH3:35])([CH3:34])[CH2:29][CH2:30][O:31]3)=[CH:26][CH:25]=2)[CH2:19][CH2:20][CH2:21][CH2:22][CH3:23])=[CH:12][CH:11]=1)C1C=CC=CC=1, predict the reaction product. The product is: [CH3:34][C:28]1([CH3:35])[C:27]2[C:32](=[CH:33][C:24]([CH:18]([CH2:19][CH2:20][CH2:21][CH2:22][CH3:23])[C:17]([O:16][C:13]3[CH:12]=[CH:11][C:10]([C:9]([OH:37])=[O:8])=[CH:15][CH:14]=3)=[O:36])=[CH:25][CH:26]=2)[O:31][CH2:30][CH2:29]1. (3) The product is: [NH2:10][C:8]1[CH:7]=[CH:6][C:3]([C:4]#[N:5])=[C:2]([F:1])[CH:9]=1. Given the reactants [F:1][C:2]1[CH:9]=[C:8]([N+:10]([O-])=O)[CH:7]=[CH:6][C:3]=1[C:4]#[N:5].O.O.[Sn](Cl)Cl.C([O-])([O-])=O.[K+].[K+], predict the reaction product.